Dataset: Forward reaction prediction with 1.9M reactions from USPTO patents (1976-2016). Task: Predict the product of the given reaction. The product is: [Cl:10][C:5]1[N:6]=[C:7]([O:8][CH3:9])[C:2]2[NH:1][C:15]3[CH2:14][C:13]([CH3:21])([CH3:12])[NH:18][C:17](=[O:19])[C:16]=3[S:11][C:3]=2[N:4]=1. Given the reactants [NH2:1][C:2]1[C:3]([SH:11])=[N:4][C:5]([Cl:10])=[N:6][C:7]=1[O:8][CH3:9].[CH3:12][C:13]1([CH3:21])[NH:18][C:17](=[O:19])[CH2:16][C:15](=O)[CH2:14]1, predict the reaction product.